This data is from Forward reaction prediction with 1.9M reactions from USPTO patents (1976-2016). The task is: Predict the product of the given reaction. (1) Given the reactants [F:1][C:2]1[CH:7]=[CH:6][C:5]([CH:8]([NH:10][C:11]2[N:16]=[C:15]([C:17]3[CH:18]=[C:19]([CH:22]=[CH:23][CH:24]=3)[CH:20]=O)[CH:14]=[N:13][CH:12]=2)[CH3:9])=[CH:4][CH:3]=1.[S:25]1[CH2:29][C:28](=[O:30])[NH:27][C:26]1=[O:31].N1CCCCC1, predict the reaction product. The product is: [F:1][C:2]1[CH:3]=[CH:4][C:5]([CH:8]([NH:10][C:11]2[N:16]=[C:15]([C:17]3[CH:18]=[C:19]([CH:22]=[CH:23][CH:24]=3)/[CH:20]=[C:29]3\[C:28](=[O:30])[NH:27][C:26](=[O:31])[S:25]\3)[CH:14]=[N:13][CH:12]=2)[CH3:9])=[CH:6][CH:7]=1. (2) The product is: [CH2:9]([C:11]1[C:15]([S:16][C:17]2[CH:22]=[CH:21][C:20]([F:23])=[CH:19][CH:18]=2)=[C:14]([CH2:24][CH3:25])[N:13]([CH2:26][CH2:27][NH:28][CH3:29])[N:12]=1)[CH3:10].[C:1]([OH:8])(=[O:7])/[CH:2]=[CH:3]\[C:4]([OH:6])=[O:5]. Given the reactants [C:1]([OH:8])(=[O:7])/[CH:2]=[CH:3]\[C:4]([OH:6])=[O:5].[CH2:9]([C:11]1[C:15]([S:16][C:17]2[CH:22]=[CH:21][C:20]([F:23])=[CH:19][CH:18]=2)=[C:14]([CH2:24][CH3:25])[N:13]([CH2:26][CH2:27][NH:28][CH3:29])[N:12]=1)[CH3:10], predict the reaction product. (3) Given the reactants [CH2:1]([O:5][C:6]1[C:15]2[C:10](=[CH:11][CH:12]=[C:13]([C:16]3[S:17][C:18]([C:22]([O:24][CH2:25][CH3:26])=[O:23])=[C:19]([CH3:21])[N:20]=3)[CH:14]=2)[C:9](=[O:27])[N:8]([CH2:28][CH:29]([CH3:31])[CH3:30])[C:7]=1[CH2:32][NH:33][C:34]([O:36]CC1C2C=CC=CC=2C2C1=CC=CC=2)=[O:35])[CH2:2][CH2:3][CH3:4].N1CCCC1.O.C(OC(O[C:60]([CH3:63])([CH3:62])[CH3:61])=O)(O[C:60]([CH3:63])([CH3:62])[CH3:61])=O, predict the reaction product. The product is: [CH2:1]([O:5][C:6]1[C:15]2[C:10](=[CH:11][CH:12]=[C:13]([C:16]3[S:17][C:18]([C:22]([O:24][CH2:25][CH3:26])=[O:23])=[C:19]([CH3:21])[N:20]=3)[CH:14]=2)[C:9](=[O:27])[N:8]([CH2:28][CH:29]([CH3:30])[CH3:31])[C:7]=1[CH2:32][NH:33][C:34]([O:36][C:60]([CH3:63])([CH3:62])[CH3:61])=[O:35])[CH2:2][CH2:3][CH3:4]. (4) Given the reactants [Br-].[Br-].[NH2:3][C:4]1[N:9]=[C:8]([NH2:10])[C:7]([NH2:11])=[C:6]([NH2:12])[N:5]=1.[Br:13][CH2:14][C:15](=O)[CH:16]=NO, predict the reaction product. The product is: [NH2:3][C:4]1[N:9]=[C:8]([NH2:10])[C:7]2[C:6](=[N:12][CH:16]=[C:15]([CH2:14][Br:13])[N:11]=2)[N:5]=1. (5) Given the reactants [NH2:1][CH:2]1[CH2:7][CH2:6][C:5]([C:9]2[CH:14]=[CH:13][CH:12]=[C:11]([O:15]C)[CH:10]=2)([OH:8])[CH2:4][CH2:3]1.N[C@H](C(O)=O)CCSC.C(=O)([O-])[O-].[Na+].[Na+], predict the reaction product. The product is: [NH2:1][CH:2]1[CH2:3][CH2:4][C:5]([C:9]2[CH:14]=[CH:13][CH:12]=[C:11]([OH:15])[CH:10]=2)([OH:8])[CH2:6][CH2:7]1.